Regression. Given two drug SMILES strings and cell line genomic features, predict the synergy score measuring deviation from expected non-interaction effect. From a dataset of NCI-60 drug combinations with 297,098 pairs across 59 cell lines. Drug 1: CC1C(C(CC(O1)OC2CC(CC3=C2C(=C4C(=C3O)C(=O)C5=C(C4=O)C(=CC=C5)OC)O)(C(=O)CO)O)N)O.Cl. Drug 2: C1=C(C(=O)NC(=O)N1)N(CCCl)CCCl. Cell line: LOX IMVI. Synergy scores: CSS=24.4, Synergy_ZIP=3.79, Synergy_Bliss=7.92, Synergy_Loewe=7.90, Synergy_HSA=8.75.